Predict the product of the given reaction. From a dataset of Forward reaction prediction with 1.9M reactions from USPTO patents (1976-2016). (1) Given the reactants ClC1C(OC2C=CC(Cl)=C(C(F)(F)F)C=2)=CC(F)=C(C=1)C(O)=O.[Cl:24][C:25]1[CH:26]=[C:27]([O:35][C:36]2[CH:44]=[CH:43][C:39]([C:40](O)=[O:41])=[CH:38][C:37]=2[C:45]2[C:46]([O:51][CH3:52])=[N:47][CH:48]=[CH:49][CH:50]=2)[CH:28]=[N:29][C:30]=1[O:31][CH:32]([CH3:34])[CH3:33].CN(C)S(N)(=O)=O.[N:60]1([S:64]([NH2:67])(=[O:66])=[O:65])[CH2:63][CH2:62][CH2:61]1, predict the reaction product. The product is: [N:60]1([S:64]([NH:67][C:40](=[O:41])[C:39]2[CH:43]=[CH:44][C:36]([O:35][C:27]3[CH:28]=[N:29][C:30]([O:31][CH:32]([CH3:34])[CH3:33])=[C:25]([Cl:24])[CH:26]=3)=[C:37]([C:45]3[C:46]([O:51][CH3:52])=[N:47][CH:48]=[CH:49][CH:50]=3)[CH:38]=2)(=[O:66])=[O:65])[CH2:63][CH2:62][CH2:61]1. (2) The product is: [OH:14][C:15]1[CH:25]=[CH:24][CH:23]=[C:17]2[C:16]=1[C:21](=[O:20])[N:1]([CH2:2][CH:3]([C:8]1([CH3:13])[O:9][CH2:10][CH2:11][O:12]1)[C:4]([O:6][CH3:7])=[O:5])[C:18]2=[O:19]. Given the reactants [NH2:1][CH2:2][CH:3]([C:8]1([CH3:13])[O:12][CH2:11][CH2:10][O:9]1)[C:4]([O:6][CH3:7])=[O:5].[OH:14][C:15]1[CH:25]=[CH:24][CH:23]=[C:17]2[C:18]([O:20][C:21](=O)[C:16]=12)=[O:19], predict the reaction product. (3) Given the reactants [N:1]1([CH2:6][CH2:7][CH2:8][CH2:9][C:10]2[CH:15]=[CH:14][C:13]([OH:16])=[CH:12][CH:11]=2)[CH:5]=[CH:4][N:3]=[N:2]1.[H-].[Na+].Cl[CH2:20][C:21]1[CH:22]=[N:23][CH:24]=[C:25]([C:27]2[CH:32]=[CH:31][C:30]([Cl:33])=[CH:29][CH:28]=2)[CH:26]=1.O, predict the reaction product. The product is: [Cl:33][C:30]1[CH:29]=[CH:28][C:27]([C:25]2[CH:24]=[N:23][CH:22]=[C:21]([CH2:20][O:16][C:13]3[CH:12]=[CH:11][C:10]([CH2:9][CH2:8][CH2:7][CH2:6][N:1]4[CH:5]=[CH:4][N:3]=[N:2]4)=[CH:15][CH:14]=3)[CH:26]=2)=[CH:32][CH:31]=1. (4) Given the reactants [NH2:1][C:2]1[N:10]=[C:9]([NH:11][CH2:12][CH2:13][NH:14][C:15](=[O:21])[O:16][C:17]([CH3:20])([CH3:19])[CH3:18])[N:8]=[C:7]2[C:3]=1[N:4]=[CH:5][NH:6]2.Cl[Sn](Cl)(Cl)Cl.C(O[C@H:31]1[C@H:35]([O:36][C:37](=[O:39])[CH3:38])[C@H:34]([O:40][C:41](=[O:43])[CH3:42])[C@@H:33]([CH2:44][C@@H:45]([N:67]=[N+:68]=[N-:69])[CH2:46][CH2:47][C@H:48]([NH:56][S:57]([C:60]2[CH:65]=[CH:64][C:63]([CH3:66])=[CH:62][CH:61]=2)(=[O:59])=[O:58])[C:49]([O:51][C:52]([CH3:55])([CH3:54])[CH3:53])=[O:50])[O:32]1)(=O)C, predict the reaction product. The product is: [C:37]([O:36][C@@H:35]1[C@H:34]([O:40][C:41](=[O:43])[CH3:42])[C@@H:33]([CH2:44][C@@H:45]([N:67]=[N+:68]=[N-:69])[CH2:46][CH2:47][C@H:48]([NH:56][S:57]([C:60]2[CH:65]=[CH:64][C:63]([CH3:66])=[CH:62][CH:61]=2)(=[O:58])=[O:59])[C:49]([O:51][C:52]([CH3:55])([CH3:54])[CH3:53])=[O:50])[O:32][C@H:31]1[N:6]1[CH:5]=[N:4][C:3]2[C:7]1=[N:8][C:9]([NH:11][CH2:12][CH2:13][NH:14][C:15]([O:16][C:17]([CH3:18])([CH3:20])[CH3:19])=[O:21])=[N:10][C:2]=2[NH2:1])(=[O:39])[CH3:38].